This data is from NCI-60 drug combinations with 297,098 pairs across 59 cell lines. The task is: Regression. Given two drug SMILES strings and cell line genomic features, predict the synergy score measuring deviation from expected non-interaction effect. Drug 1: CCC1=C2CN3C(=CC4=C(C3=O)COC(=O)C4(CC)O)C2=NC5=C1C=C(C=C5)O. Synergy scores: CSS=11.6, Synergy_ZIP=-7.34, Synergy_Bliss=-2.59, Synergy_Loewe=-1.93, Synergy_HSA=-0.432. Drug 2: CC1=C(N=C(N=C1N)C(CC(=O)N)NCC(C(=O)N)N)C(=O)NC(C(C2=CN=CN2)OC3C(C(C(C(O3)CO)O)O)OC4C(C(C(C(O4)CO)O)OC(=O)N)O)C(=O)NC(C)C(C(C)C(=O)NC(C(C)O)C(=O)NCCC5=NC(=CS5)C6=NC(=CS6)C(=O)NCCC[S+](C)C)O. Cell line: MCF7.